Dataset: Reaction yield outcomes from USPTO patents with 853,638 reactions. Task: Predict the reaction yield, written as a fraction of the theoretical maximum amount of product (1.0 means a 100% yield; for example, 0.34 means a 34% yield). (1) The reactants are Cl[C:2]1[C:7]([Cl:8])=[CH:6][C:5]([C:9]([F:12])([F:11])[F:10])=[CH:4][N:3]=1.[NH:13]1[CH2:16][CH:15]([NH:17][C:18](=[O:24])[O:19][C:20]([CH3:23])([CH3:22])[CH3:21])[CH2:14]1.C([O-])([O-])=O.[K+].[K+]. The catalyst is CN(C=O)C. The product is [Cl:8][C:7]1[C:2]([N:13]2[CH2:16][CH:15]([NH:17][C:18](=[O:24])[O:19][C:20]([CH3:22])([CH3:21])[CH3:23])[CH2:14]2)=[N:3][CH:4]=[C:5]([C:9]([F:12])([F:11])[F:10])[CH:6]=1. The yield is 0.348. (2) The reactants are S(Cl)([Cl:3])=O.[CH2:5]([N:12]([CH3:16])[CH2:13][CH2:14]O)[C:6]1[CH:11]=[CH:10][CH:9]=[CH:8][CH:7]=1. The catalyst is C(O)C. The product is [ClH:3].[CH2:5]([N:12]([CH2:13][CH2:14][Cl:3])[CH3:16])[C:6]1[CH:11]=[CH:10][CH:9]=[CH:8][CH:7]=1. The yield is 0.940. (3) The reactants are [Br:1][C:2]1[CH:3]=[C:4]2[C:9](=[CH:10][CH:11]=1)[NH:8][C:7]([NH:12][CH3:13])=[N:6][C:5]2=O.CN(C)C1C=CC=CC=1.[OH-].[Na+].P(Cl)(Cl)([Cl:28])=O. No catalyst specified. The product is [Br:1][C:2]1[CH:3]=[C:4]2[C:9](=[CH:10][CH:11]=1)[N:8]=[C:7]([NH:12][CH3:13])[N:6]=[C:5]2[Cl:28]. The yield is 0.466. (4) The reactants are [C:1]([C:5]1[CH:13]=[CH:12][C:11]([N+:14]([O-])=O)=[CH:10][C:6]=1[C:7]([O-:9])=[O:8])([CH3:4])([CH3:3])[CH3:2].[CH:17]([O-])=O.[K+]. The catalyst is CCO.O.[Pd]. The product is [C:1]([C:5]1[CH:13]=[CH:12][C:11]([NH2:14])=[CH:10][C:6]=1[C:7]([O:9][CH3:17])=[O:8])([CH3:4])([CH3:3])[CH3:2]. The yield is 0.950. (5) The reactants are [F:1][C:2]([F:25])([F:24])[C@@H:3]1[CH2:8][CH2:7][C@H:6]([O:9][C:10]2[CH:11]=[C:12]3[C:17](=[CH:18][CH:19]=2)[CH:16]=[C:15]([C:20]([O:22][CH3:23])=[O:21])[CH:14]=[CH:13]3)[CH2:5][CH2:4]1.C1C(=O)N([Cl:33])C(=O)C1.C(O)(C(F)(F)F)=O. The catalyst is CC#N. The product is [Cl:33][C:11]1[C:10]([O:9][C@H:6]2[CH2:7][CH2:8][C@@H:3]([C:2]([F:24])([F:25])[F:1])[CH2:4][CH2:5]2)=[CH:19][CH:18]=[C:17]2[C:12]=1[CH:13]=[CH:14][C:15]([C:20]([O:22][CH3:23])=[O:21])=[CH:16]2. The yield is 0.500. (6) The reactants are Br[C:2]1[CH:7]=[CH:6][CH:5]=[CH:4][N:3]=1.C([Li])CCC.[CH:13]([CH:15]1[CH2:20][CH2:19][N:18]([C:21]([O:23][C:24]([CH3:27])([CH3:26])[CH3:25])=[O:22])[CH2:17][CH2:16]1)=[O:14]. The catalyst is C1COCC1. The product is [OH:14][CH:13]([C:2]1[CH:7]=[CH:6][CH:5]=[CH:4][N:3]=1)[CH:15]1[CH2:20][CH2:19][N:18]([C:21]([O:23][C:24]([CH3:27])([CH3:26])[CH3:25])=[O:22])[CH2:17][CH2:16]1. The yield is 0.334. (7) The reactants are [Br:1][C:2]1[CH:16]=[C:15](/[CH:17]=[CH:18]/[CH:19]([C:24]2[CH:29]=[C:28]([Cl:30])[C:27]([Cl:31])=[C:26]([Cl:32])[CH:25]=2)[C:20]([F:23])([F:22])[F:21])[CH:14]=[CH:13][C:3]=1[C:4]([NH:6][CH:7]1[CH2:12][CH2:11][NH:10][CH2:9][CH2:8]1)=[O:5].[O:33]1[CH2:36][C:35](=O)[CH2:34]1.C(O)(=O)C.[BH3-]C#N.[Na+]. The catalyst is CO.C(OCC)(=O)C. The product is [Br:1][C:2]1[CH:16]=[C:15](/[CH:17]=[CH:18]/[CH:19]([C:24]2[CH:25]=[C:26]([Cl:32])[C:27]([Cl:31])=[C:28]([Cl:30])[CH:29]=2)[C:20]([F:23])([F:21])[F:22])[CH:14]=[CH:13][C:3]=1[C:4]([NH:6][CH:7]1[CH2:12][CH2:11][N:10]([CH:35]2[CH2:36][O:33][CH2:34]2)[CH2:9][CH2:8]1)=[O:5]. The yield is 0.230. (8) The reactants are O[C@@H]1CCN([C:24]([C:25]2[CH:30]=[CH:29][C:28](OC(F)(F)F)=[CH:27][CH:26]=2)=O)[C@H]1C(NO[CH2:24][C:25]1[CH:30]=[CH:29][CH:28]=[CH:27][CH:26]=1)=O.CCN=C=N[CH2:36][CH2:37][CH2:38]N(C)C.[CH:42]1[CH:43]=[CH:44][C:45]2N(O)N=N[C:46]=2[CH:47]=1.COC(=O)[CH:55]([NH:65][C:66](=[O:84])[C:67]1[CH:72]=[CH:71][C:70]([C:73]#[C:74]C#CC2C=CC(N)=CC=2)=[CH:69][CH:68]=1)[CH2:56][NH:57]C(OC(C)(C)C)=O.CCN(C(C)C)[CH:89]([CH3:91])[CH3:90]. The catalyst is CN(C=O)C.CCOC(C)=O. The product is [C:24]([CH:56]([NH2:57])[CH2:55][NH:65][C:66](=[O:84])[C:67]1[CH:68]=[CH:69][C:70]([C:73]#[CH:74])=[CH:71][CH:72]=1)([C:25]1[CH:26]=[CH:27][CH:28]=[CH:29][CH:30]=1)([C:36]1[CH:37]=[CH:38][CH:91]=[CH:89][CH:90]=1)[C:46]1[CH:45]=[CH:44][CH:43]=[CH:42][CH:47]=1. The yield is 0.970. (9) The reactants are [CH2:1]([O:3][C:4](=[O:41])[C:5]([CH3:40])([CH3:39])[CH2:6][CH2:7][CH2:8][CH2:9][CH2:10][CH2:11][C:12]([N+]#[C-])(S(C1C=CC(C)=CC=1)(=O)=O)[CH2:13][CH2:14][CH2:15][CH2:16][CH2:17][CH2:18][C:19]([CH3:26])([CH3:25])[C:20]([O:22][CH2:23][CH3:24])=[O:21])[CH3:2].Cl.[OH2:43]. The catalyst is C(Cl)Cl. The product is [CH2:1]([O:3][C:4](=[O:41])[C:5]([CH3:40])([CH3:39])[CH2:6][CH2:7][CH2:8][CH2:9][CH2:10][CH2:11][C:12](=[O:43])[CH2:13][CH2:14][CH2:15][CH2:16][CH2:17][CH2:18][C:19]([CH3:26])([CH3:25])[C:20]([O:22][CH2:23][CH3:24])=[O:21])[CH3:2]. The yield is 0.400. (10) The reactants are C[O:2][C:3]1[CH:10]=[CH:9][C:6]([C:7]#[N:8])=[CH:5][C:4]=1[C:11]([F:14])([F:13])[F:12].Cl.N1C=CC=CC=1. The catalyst is O. The product is [OH:2][C:3]1[CH:10]=[CH:9][C:6]([C:7]#[N:8])=[CH:5][C:4]=1[C:11]([F:12])([F:13])[F:14]. The yield is 0.910.